Dataset: Experimentally validated miRNA-target interactions with 360,000+ pairs, plus equal number of negative samples. Task: Binary Classification. Given a miRNA mature sequence and a target amino acid sequence, predict their likelihood of interaction. (1) The miRNA is hsa-miR-15b-5p with sequence UAGCAGCACAUCAUGGUUUACA. The protein sequence of the target gene is MSATGPISNYYVDSLISHDNEDLLASRFPATGAHPAAARPSGLVPDCSDFPSCSFAPKPAVFSTSWAPVPSQSSVVYHPYGPQPHLGADTRYMRTWLEPLSGAVSFPSFPAGGRHYALKPDAYPGRRADCGPGEGRSYPDYMYGSPGELRDRAPQTLPSPEADALAGSKHKEEKADLDPSNPVANWIHARSTRKKRCPYTKYQTLELEKEFLFNMYLTRDRRYEVARVLNLTERQVKIWFQNRRMKMKKMNKEKTDKEQS. Result: 0 (no interaction). (2) The miRNA is hsa-miR-4666a-5p with sequence AUACAUGUCAGAUUGUAUGCC. The protein sequence of the target gene is MSVPDYMQCAEDHQTLLVVVQAVGIVSEENFFRIYKRICSVSQLSVRDTQRALFIRYRHHYPPENNEWGDFQTHRKVVGLITITDCFSPKDWPQTFEKFHVQKEIYGSTLYDSRLFVFGLQGDVAEQPRPDVAFYPNYDDCDSVEKRIEDFIESLFIVLESKRLDRATDKSGDKIPLLCVPFEKKDFVGLDTDSRHYKKRCQGRMRKHVGDLCLQAGMLQDALVHYHMSVELLRSVNDFLWLGAALEGLCSASVIYHYPGGTGGKTGARRLQGSSLPSEAANRHRPGAQEVLIDPGALTT.... Result: 0 (no interaction). (3) The miRNA is hsa-miR-3677-5p with sequence CAGUGGCCAGAGCCCUGCAGUG. The protein sequence of the target gene is MRSKARARKLAKSDGDVVNNMYEPDPDLLAGQSAEEETEDGILSPIPMGPPSPFPTSEDFTPKEGSPYEAPVYIPEDIPIPPDFELRESSIPGAGLGIWAKRKMEIGERFGPYVVTPRAALKEADFGWEMLTDTEVSSQESCIKKQISEDLGSEKFCVDANQAGSGSWLKYIRVACSCDDQNLAMCQINEQIYYKVIKDIEPGEELLVHVKEGAYSLGVMAPSLDEDPTFRCDECDELFQCRLDLRRHKKYACSSAGAQLYEGLGEELKPEGLGVGSDGQAHECKDCERMFPNKYSLEQH.... Result: 0 (no interaction). (4) The miRNA is cel-miR-84-5p with sequence UGAGGUAGUAUGUAAUAUUGUAGA. The protein sequence of the target gene is MSTMFADTLLIVFISVCTALLAEGITWVLVYRTDKYKRLKAEVEKQSKKLEKKKETITESAGRQQKKKIERQEEKLKNNNRDLSMVRMKSMFAIGFCFTALMGMFNSIFDGRVVAKLPFTPLSYIQGLSHRNLLGDDTTDCSFIFLYILCTMSIRQNIQKILGLAPSRAATKQAGGFLGPPPPSGKFS. Result: 0 (no interaction).